This data is from Forward reaction prediction with 1.9M reactions from USPTO patents (1976-2016). The task is: Predict the product of the given reaction. The product is: [NH2:31][C:13]1[CH:14]=[C:15]([CH:29]=[CH:30][C:12]=1[O:11][C:2]1[CH:3]=[CH:4][C:5]2[C:10](=[CH:9][CH:8]=[CH:7][CH:6]=2)[CH:1]=1)[C:16]([NH:18][C:19]1[CH:28]=[CH:27][CH:26]=[CH:25][C:20]=1[C:21]([O:23][CH3:24])=[O:22])=[O:17]. Given the reactants [CH:1]1[C:10]2[C:5](=[CH:6][CH:7]=[CH:8][CH:9]=2)[CH:4]=[CH:3][C:2]=1[O:11][C:12]1[CH:30]=[CH:29][C:15]([C:16]([NH:18][C:19]2[CH:28]=[CH:27][CH:26]=[CH:25][C:20]=2[C:21]([O:23][CH3:24])=[O:22])=[O:17])=[CH:14][C:13]=1[N+:31]([O-])=O, predict the reaction product.